Dataset: Catalyst prediction with 721,799 reactions and 888 catalyst types from USPTO. Task: Predict which catalyst facilitates the given reaction. (1) Reactant: [C:1]([O:7][CH2:8][CH2:9][O:10][CH3:11])(=[O:6])[CH2:2][C:3]([CH3:5])=O.[Br:12][C:13]1[CH:14]=[C:15]([CH:18]=[CH:19][CH:20]=1)[CH:16]=O.[NH4+:21].[OH-:22]. Product: [CH3:11][O:10][CH2:9][CH2:8][O:7][C:1]([C:2]1[CH:16]([C:15]2[CH:18]=[CH:19][CH:20]=[C:13]([Br:12])[CH:14]=2)[C:2]([C:1]([O:7][CH2:8][CH2:9][O:10][CH3:11])=[O:22])=[C:3]([CH3:5])[NH:21][C:3]=1[CH3:5])=[O:6]. The catalyst class is: 271. (2) Reactant: [CH:1](O)=[O:2].C(OC(=O)C)(=O)C.[CH3:11][N:12]1[C:16]([C:17]([C:19]2[CH:24]=[CH:23][C:22]([NH:25][CH3:26])=[CH:21][CH:20]=2)=[O:18])=[CH:15][N:14]=[CH:13]1. Product: [CH3:26][N:25]([C:22]1[CH:23]=[CH:24][C:19]([C:17]([C:16]2[N:12]([CH3:11])[CH:13]=[N:14][CH:15]=2)=[O:18])=[CH:20][CH:21]=1)[CH:1]=[O:2]. The catalyst class is: 2. (3) Reactant: Br[CH:2]([CH3:18])[C:3]([O:5][CH2:6][CH2:7][CH2:8][CH2:9][CH2:10][CH2:11][CH2:12][CH2:13][CH2:14][CH2:15][CH2:16][CH3:17])=[O:4].C(=O)(O)[O-].[Na+].[CH:24]([NH2:27])([CH3:26])[CH3:25]. Product: [CH:24]([NH:27][CH:2]([CH3:18])[C:3]([O:5][CH2:6][CH2:7][CH2:8][CH2:9][CH2:10][CH2:11][CH2:12][CH2:13][CH2:14][CH2:15][CH2:16][CH3:17])=[O:4])([CH3:26])[CH3:25]. The catalyst class is: 10. (4) Reactant: [Cl:1][C:2]1[N:3]=[C:4]([Cl:11])[C:5]2[CH:10]=[CH:9][NH:8][C:6]=2[N:7]=1.C1C(=O)N([I:19])C(=O)C1. Product: [Cl:1][C:2]1[N:3]=[C:4]([Cl:11])[C:5]2[C:10]([I:19])=[CH:9][NH:8][C:6]=2[N:7]=1. The catalyst class is: 2. (5) Reactant: [CH2:1]([O:8][C:9]1[CH:14]=[CH:13][C:12]([NH:15][C:16]2[C:21]([C:22]#[N:23])=[CH:20][N:19]=[CH:18][C:17]=2[C:24]2[CH:29]=[CH:28][CH:27]=[C:26]([N+:30]([O-])=O)[CH:25]=2)=[CH:11][C:10]=1[Cl:33])[C:2]1[CH:7]=[CH:6][CH:5]=[CH:4][CH:3]=1.C(O)(=O)C. Product: [NH2:30][C:26]1[CH:25]=[C:24]([C:17]2[CH:18]=[N:19][CH:20]=[C:21]([C:16]=2[NH:15][C:12]2[CH:13]=[CH:14][C:9]([O:8][CH2:1][C:2]3[CH:3]=[CH:4][CH:5]=[CH:6][CH:7]=3)=[C:10]([Cl:33])[CH:11]=2)[C:22]#[N:23])[CH:29]=[CH:28][CH:27]=1. The catalyst class is: 415. (6) Reactant: [H-].[Al+3].[Li+].[H-].[H-].[H-].[O:7]=[C:8]([C:16]1[CH:21]=[CH:20][CH:19]=[CH:18][CH:17]=1)[CH2:9][CH2:10][CH2:11][C:12](OC)=[O:13]. Product: [C:16]1([CH:8]([OH:7])[CH2:9][CH2:10][CH2:11][CH2:12][OH:13])[CH:21]=[CH:20][CH:19]=[CH:18][CH:17]=1. The catalyst class is: 7. (7) Reactant: [F:1][C:2]1[CH:7]=[CH:6][C:5]([CH2:8][CH2:9][CH2:10][NH:11][CH2:12][C:13]([F:16])([F:15])[F:14])=[CH:4][CH:3]=1.[CH2:17]([N:24]([CH2:30][C:31]1[CH:36]=[CH:35][CH:34]=[CH:33][CH:32]=1)[C@@H:25]([C@H:27]1[CH2:29][O:28]1)[CH3:26])[C:18]1[CH:23]=[CH:22][CH:21]=[CH:20][CH:19]=1. Product: [CH2:30]([N:24]([CH2:17][C:18]1[CH:19]=[CH:20][CH:21]=[CH:22][CH:23]=1)[C@H:25]([CH3:26])[C@@H:27]([OH:28])[CH2:29][N:11]([CH2:10][CH2:9][CH2:8][C:5]1[CH:6]=[CH:7][C:2]([F:1])=[CH:3][CH:4]=1)[CH2:12][C:13]([F:14])([F:15])[F:16])[C:31]1[CH:32]=[CH:33][CH:34]=[CH:35][CH:36]=1. The catalyst class is: 8. (8) The catalyst class is: 18. Product: [F:11][C:4]1[CH:5]=[C:6]([CH:7]=[C:8]([F:9])[C:3]=1[O:2][CH3:1])[C:12]#[N:13]. Reactant: [CH3:1][O:2][C:3]1[C:8]([F:9])=[CH:7][C:6](Br)=[CH:5][C:4]=1[F:11].[C:12]([Cu])#[N:13]. (9) Reactant: [CH3:1][N:2]([S:22]([CH3:25])(=[O:24])=[O:23])[C:3]1([C:15]([O:17][C:18]([CH3:21])([CH3:20])[CH3:19])=[O:16])[C:11]2[C:6](=[CH:7][CH:8]=[C:9]([N+:12]([O-])=O)[CH:10]=2)[NH:5][NH:4]1. Product: [NH2:12][C:9]1[CH:10]=[C:11]2[C:6](=[CH:7][CH:8]=1)[NH:5][NH:4][C:3]2([N:2]([CH3:1])[S:22]([CH3:25])(=[O:23])=[O:24])[C:15]([O:17][C:18]([CH3:19])([CH3:20])[CH3:21])=[O:16]. The catalyst class is: 19.